From a dataset of Forward reaction prediction with 1.9M reactions from USPTO patents (1976-2016). Predict the product of the given reaction. (1) Given the reactants FC(F)(F)C(O)=O.[CH3:8][O:9][C:10](=[O:31])[C@@:11]([NH2:30])([CH3:29])[C:12]#[C:13][C:14]1[CH:19]=[CH:18][C:17](O)=[C:16]([NH:21][C:22](=[O:28])[CH2:23][CH2:24][CH2:25][CH2:26][CH3:27])[CH:15]=1.CCOC(C)=O.C([O-])(O)=O.[Na+].C(Cl)Cl.CO, predict the reaction product. The product is: [CH3:8][O:9][C:10](=[O:31])[C@@:11]([NH2:30])([CH3:29])[CH2:12][CH2:13][C:14]1[CH:19]=[CH:18][C:17]2[O:28][C:22]([CH2:23][CH2:24][CH2:25][CH2:26][CH3:27])=[N:21][C:16]=2[CH:15]=1. (2) Given the reactants C(Cl)(=O)C(Cl)=O.CS(C)=O.[CH2:11]([O:18][C:19]([N:21]1[CH2:25][CH:24]([OH:26])[C@:23]([CH3:34])([C:27]([O:29][C:30]([CH3:33])([CH3:32])[CH3:31])=[O:28])[CH2:22]1)=[O:20])[C:12]1[CH:17]=[CH:16][CH:15]=[CH:14][CH:13]=1.C(N(CC)CC)C.[Cl-].[NH4+], predict the reaction product. The product is: [CH2:11]([O:18][C:19]([N:21]1[CH2:25][C:24](=[O:26])[C@:23]([CH3:34])([C:27]([O:29][C:30]([CH3:33])([CH3:32])[CH3:31])=[O:28])[CH2:22]1)=[O:20])[C:12]1[CH:13]=[CH:14][CH:15]=[CH:16][CH:17]=1.